Dataset: Reaction yield outcomes from USPTO patents with 853,638 reactions. Task: Predict the reaction yield, written as a fraction of the theoretical maximum amount of product (1.0 means a 100% yield; for example, 0.34 means a 34% yield). (1) The yield is 0.800. The reactants are Br[C:2]1[CH:3]=[C:4]([NH:10][C:11]2[CH:23]=[C:14]3[CH2:15][N:16]([CH2:19][CH2:20][O:21][CH3:22])[CH2:17][CH2:18][N:13]3[N:12]=2)[C:5](=[O:9])[N:6]([CH3:8])[CH:7]=1.[B:24]1([B:24]2[O:28][C:27]([CH3:30])([CH3:29])[C:26]([CH3:32])([CH3:31])[O:25]2)[O:28][C:27]([CH3:30])([CH3:29])[C:26]([CH3:32])([CH3:31])[O:25]1.CC(C1C=C(C(C)C)C(C2C=CC=CC=2P(C2CCCCC2)C2CCCCC2)=C(C(C)C)C=1)C.C([O-])(=O)C.[K+]. The product is [CH3:22][O:21][CH2:20][CH2:19][N:16]1[CH2:17][CH2:18][N:13]2[N:12]=[C:11]([NH:10][C:4]3[C:5](=[O:9])[N:6]([CH3:8])[CH:7]=[C:2]([B:24]4[O:28][C:27]([CH3:30])([CH3:29])[C:26]([CH3:32])([CH3:31])[O:25]4)[CH:3]=3)[CH:23]=[C:14]2[CH2:15]1. The catalyst is C1C=CC(/C=C/C(/C=C/C2C=CC=CC=2)=O)=CC=1.C1C=CC(/C=C/C(/C=C/C2C=CC=CC=2)=O)=CC=1.C1C=CC(/C=C/C(/C=C/C2C=CC=CC=2)=O)=CC=1.[Pd].[Pd].O1CCOCC1. (2) The reactants are [Br:1]N1C(=O)CCC1=O.[NH2:9][C:10]1[CH:11]=[C:12]([C:17]([F:20])([F:19])[F:18])[CH:13]=[CH:14][C:15]=1[Cl:16]. The catalyst is CN(C=O)C. The product is [NH2:9][C:10]1[C:15]([Cl:16])=[CH:14][C:13]([Br:1])=[C:12]([C:17]([F:20])([F:18])[F:19])[CH:11]=1. The yield is 0.700. (3) The reactants are [Cl-].O[NH3+:3].[C:4](=[O:7])([O-])[OH:5].[Na+].CS(C)=O.[CH2:13]([C:15]1[N:16]=[C:17]([CH2:45][CH2:46][CH3:47])[N:18]([CH2:30][C:31]2[CH:36]=[CH:35][C:34]([C:37]3[C:38]([C:43]#[N:44])=[CH:39][CH:40]=[CH:41][CH:42]=3)=[CH:33][CH:32]=2)[C:19](=[O:29])[C:20]=1[C:21]1[CH:26]=[CH:25][C:24]([O:27][CH3:28])=[CH:23][CH:22]=1)[CH3:14]. The catalyst is O. The product is [CH2:13]([C:15]1[N:16]=[C:17]([CH2:45][CH2:46][CH3:47])[N:18]([CH2:30][C:31]2[CH:36]=[CH:35][C:34]([C:37]3[CH:42]=[CH:41][CH:40]=[CH:39][C:38]=3[C:43]3[NH:3][C:4](=[O:7])[O:5][N:44]=3)=[CH:33][CH:32]=2)[C:19](=[O:29])[C:20]=1[C:21]1[CH:22]=[CH:23][C:24]([O:27][CH3:28])=[CH:25][CH:26]=1)[CH3:14]. The yield is 0.810. (4) The reactants are [O:1]1[C:9]2[C:4](=[N:5][CH:6]=[CH:7][C:8]=2[CH:10]([CH3:13])[CH2:11][NH2:12])[CH2:3][CH2:2]1.[Cl:14][C:15]1[CH:20]=[C:19](Cl)[N:18]=[CH:17][N:16]=1.CCN(CC)CC.CCOC(C)=O. The catalyst is CC(O)C. The product is [Cl:14][C:15]1[N:16]=[CH:17][N:18]=[C:19]([NH:12][CH2:11][CH:10]([C:8]2[CH:7]=[CH:6][N:5]=[C:4]3[CH2:3][CH2:2][O:1][C:9]=23)[CH3:13])[CH:20]=1. The yield is 0.810.